Dataset: Kir2.1 potassium channel HTS with 301,493 compounds. Task: Binary Classification. Given a drug SMILES string, predict its activity (active/inactive) in a high-throughput screening assay against a specified biological target. (1) The drug is S(=O)(=O)(NNC(=O)c1nc(sc1)n1nc(cc1C(F)(F)F)C)c1cc(OC)c(OC)cc1. The result is 0 (inactive). (2) The compound is Clc1sc(CN2CCN(CC2)c2c(F)cccc2)cn1. The result is 0 (inactive). (3) The drug is o1c(c(c2c1cccc2)C)C(=O)N(CCc1cc(OC)c(OC)cc1)C. The result is 1 (active). (4) The drug is S(c1[nH]c2c(c(c(c(c2n1)C)C)C)C)C. The result is 0 (inactive). (5) The drug is O(c1ccc(cc1)/C=C\C(=O)NCc1ccccc1)CC. The result is 0 (inactive).